This data is from Catalyst prediction with 721,799 reactions and 888 catalyst types from USPTO. The task is: Predict which catalyst facilitates the given reaction. (1) Reactant: Cl[CH2:2][C:3]1[CH:23]=[C:6]2[C:7](=[O:22])[NH:8][C:9]([C:11]3[CH:16]=[CH:15][C:14]([O:17][C:18]([F:21])([F:20])[F:19])=[CH:13][CH:12]=3)=[CH:10][N:5]2[N:4]=1.[H-].[Al+3].[Li+].[H-].[H-].[H-].O.[OH-].[Na+]. Product: [CH3:2][C:3]1[CH:23]=[C:6]2[C:7](=[O:22])[NH:8][C:9]([C:11]3[CH:12]=[CH:13][C:14]([O:17][C:18]([F:21])([F:20])[F:19])=[CH:15][CH:16]=3)=[CH:10][N:5]2[N:4]=1. The catalyst class is: 1. (2) Reactant: [NH2:1][CH2:2][CH2:3][NH:4][C:5]1[N:13]=[C:12]([Cl:14])[N:11]=[C:10]2[C:6]=1[N:7]=[CH:8][N:9]2[CH:15]1[CH2:19][CH2:18][CH2:17][CH2:16]1.O.ON1C2C=CC=CC=2N=N1.Cl.CN(C)CCCN=C=NCC.[F:43][C:44]([F:55])([F:54])[C:45]1[CH:46]=[C:47]([CH:51]=[CH:52][CH:53]=1)[C:48](O)=[O:49]. Product: [Cl:14][C:12]1[N:11]=[C:10]2[C:6]([N:7]=[CH:8][N:9]2[CH:15]2[CH2:19][CH2:18][CH2:17][CH2:16]2)=[C:5]([NH:4][CH2:3][CH2:2][NH:1][C:48](=[O:49])[C:47]2[CH:51]=[CH:52][CH:53]=[C:45]([C:44]([F:43])([F:54])[F:55])[CH:46]=2)[N:13]=1. The catalyst class is: 46.